This data is from Forward reaction prediction with 1.9M reactions from USPTO patents (1976-2016). The task is: Predict the product of the given reaction. (1) The product is: [F:1][C:2]1[C:11]2[O:10][CH2:9][CH2:8][CH2:7][C:6]=2[C:5]([CH3:12])=[C:4]([C:13]2[C:14]([C:21]3[S:22][CH:23]=[CH:24][CH:25]=3)=[N:15][N:16]([CH3:20])[C:17]=2[CH:18]([OH:19])[C:37]([O:35][CH3:33])=[O:38])[CH:3]=1. Given the reactants [F:1][C:2]1[C:11]2[O:10][CH2:9][CH2:8][CH2:7][C:6]=2[C:5]([CH3:12])=[C:4]([C:13]2[C:14]([C:21]3[S:22][CH:23]=[CH:24][CH:25]=3)=[N:15][N:16]([CH3:20])[C:17]=2[CH:18]=[O:19])[CH:3]=1.C[Si](C#N)(C)C.[Na].[C:33](Cl)(=[O:35])C.[CH3:37][OH:38], predict the reaction product. (2) Given the reactants [CH3:1][N:2]1[CH2:25][CH2:24][C:5]2=[C:6]([C:13]([C:15]3[CH:23]=[CH:22][C:18]([C:19]([OH:21])=O)=[CH:17][CH:16]=3)=[O:14])[C:7]3[C:12]([N:4]2[CH2:3]1)=[CH:11][CH:10]=[CH:9][CH:8]=3.C(N1C=CN=C1)(N1C=CN=C1)=O.[NH2:38][OH:39].Cl.P([O-])([O-])([O-])=O.[K+].[K+].[K+], predict the reaction product. The product is: [OH:39][NH:38][C:19](=[O:21])[C:18]1[CH:17]=[CH:16][C:15]([C:13]([C:6]2[C:7]3[C:12](=[CH:11][CH:10]=[CH:9][CH:8]=3)[N:4]3[CH2:3][N:2]([CH3:1])[CH2:25][CH2:24][C:5]=23)=[O:14])=[CH:23][CH:22]=1. (3) Given the reactants Cl[C:2]([O:4][C:5]1[CH:10]=[CH:9][CH:8]=[CH:7][CH:6]=1)=[O:3].[F:11][C:12]([F:17])([F:16])[CH:13]([OH:15])[CH3:14], predict the reaction product. The product is: [C:2](=[O:3])([O:15][CH:13]([CH3:14])[C:12]([F:17])([F:16])[F:11])[O:4][C:5]1[CH:10]=[CH:9][CH:8]=[CH:7][CH:6]=1. (4) Given the reactants C(OC([NH:7][C@@H:8]([CH:72]([CH3:74])[CH3:73])[C:9]([NH:11][C@@H:12]([CH3:71])[C:13]([NH:15][C:16]1[CH:21]=[CH:20][C:19]([C:22]2[CH2:23][C@H:24]3[CH:30]=[N:29][C:28]4[CH:31]=[C:32]([O:37][CH2:38][CH2:39][CH2:40][O:41][C:42]5[C:43]([O:67][CH3:68])=[CH:44][C:45]6[C:51](=[O:52])[N:50]7[CH:53]=[C:54]([C:56]8[CH:65]=[CH:64][C:59]([C:60]([O:62][CH3:63])=[O:61])=[CH:58][CH:57]=8)[CH2:55][C@H:49]7[CH:48]=[N:47][C:46]=6[CH:66]=5)[C:33]([O:35][CH3:36])=[CH:34][C:27]=4[C:26](=[O:69])[N:25]3[CH:70]=2)=[CH:18][CH:17]=1)=[O:14])=[O:10])=O)C=C.N1CCCC1, predict the reaction product. The product is: [NH2:7][C@@H:8]([CH:72]([CH3:74])[CH3:73])[C:9]([NH:11][C@@H:12]([CH3:71])[C:13]([NH:15][C:16]1[CH:17]=[CH:18][C:19]([C:22]2[CH2:23][C@H:24]3[CH:30]=[N:29][C:28]4[CH:31]=[C:32]([O:37][CH2:38][CH2:39][CH2:40][O:41][C:42]5[C:43]([O:67][CH3:68])=[CH:44][C:45]6[C:51](=[O:52])[N:50]7[CH:53]=[C:54]([C:56]8[CH:57]=[CH:58][C:59]([C:60]([O:62][CH3:63])=[O:61])=[CH:64][CH:65]=8)[CH2:55][C@H:49]7[CH:48]=[N:47][C:46]=6[CH:66]=5)[C:33]([O:35][CH3:36])=[CH:34][C:27]=4[C:26](=[O:69])[N:25]3[CH:70]=2)=[CH:20][CH:21]=1)=[O:14])=[O:10].